Predict the reaction yield, written as a fraction of the theoretical maximum amount of product (1.0 means a 100% yield; for example, 0.34 means a 34% yield). From a dataset of Reaction yield outcomes from USPTO patents with 853,638 reactions. (1) The reactants are [Cl-].O[NH3+:3].[C:4](=[O:7])([O-])[OH:5].[Na+].CS(C)=O.[CH2:13]([C:15]1[N:16]([C:40]2[CH:45]=[CH:44][CH:43]=[C:42]([C:46]([OH:49])([CH3:48])[CH3:47])[CH:41]=2)[C:17](=[O:39])[C:18]([CH2:24][C:25]2[CH:30]=[CH:29][C:28]([C:31]3[C:32]([C:37]#[N:38])=[CH:33][CH:34]=[CH:35][CH:36]=3)=[CH:27][CH:26]=2)=[C:19]([CH2:21][CH2:22][CH3:23])[N:20]=1)[CH3:14]. The catalyst is O. The product is [CH2:13]([C:15]1[N:16]([C:40]2[CH:45]=[CH:44][CH:43]=[C:42]([C:46]([OH:49])([CH3:47])[CH3:48])[CH:41]=2)[C:17](=[O:39])[C:18]([CH2:24][C:25]2[CH:26]=[CH:27][C:28]([C:31]3[CH:36]=[CH:35][CH:34]=[CH:33][C:32]=3[C:37]3[NH:3][C:4](=[O:7])[O:5][N:38]=3)=[CH:29][CH:30]=2)=[C:19]([CH2:21][CH2:22][CH3:23])[N:20]=1)[CH3:14]. The yield is 0.650. (2) The yield is 0.570. The product is [Cl:1][C:2]1[N:7]=[C:6]([NH:8][NH:9][C:10](=[O:30])[C@H:11]([CH2:24][CH:25]2[CH2:26][CH2:27][CH2:28][CH2:29]2)[CH2:12][N:13]([OH:16])[CH:14]=[O:15])[C:5]([F:31])=[C:4]([N:32]2[CH2:37][C@@H:36]3[CH2:38][C@H:33]2[CH2:34][N:35]3[CH3:39])[N:3]=1. The catalyst is CO. The reactants are [Cl:1][C:2]1[N:7]=[C:6]([NH:8][NH:9][C:10](=[O:30])[C@H:11]([CH2:24][CH:25]2[CH2:29][CH2:28][CH2:27][CH2:26]2)[CH2:12][N:13]([O:16]CC2C=CC=CC=2)[CH:14]=[O:15])[C:5]([F:31])=[C:4]([N:32]2[CH2:37][C@@H:36]3[CH2:38][C@H:33]2[CH2:34][N:35]3[CH3:39])[N:3]=1. (3) The reactants are [NH2:1][CH:2]1[CH2:5][N:4]([C:6]([C:8]2[CH:9]=[C:10]([CH:23]=[CH:24][C:25]=2[F:26])[CH2:11][C:12]2[C:21]3[C:16](=[CH:17][CH:18]=[CH:19][CH:20]=3)[C:15](=[O:22])[NH:14][N:13]=2)=[O:7])[CH2:3]1.[C:27]1(=O)[CH2:32][CH2:31][CH2:30][CH2:29][CH2:28]1.C(O[BH-](OC(=O)C)OC(=O)C)(=O)C.[Na+]. No catalyst specified. The product is [CH:27]1([NH:1][CH:2]2[CH2:3][N:4]([C:6]([C:8]3[CH:9]=[C:10]([CH:23]=[CH:24][C:25]=3[F:26])[CH2:11][C:12]3[C:21]4[C:16](=[CH:17][CH:18]=[CH:19][CH:20]=4)[C:15](=[O:22])[NH:14][N:13]=3)=[O:7])[CH2:5]2)[CH2:32][CH2:31][CH2:30][CH2:29][CH2:28]1. The yield is 0.820.